From a dataset of Peptide-MHC class II binding affinity with 134,281 pairs from IEDB. Regression. Given a peptide amino acid sequence and an MHC pseudo amino acid sequence, predict their binding affinity value. This is MHC class II binding data. (1) The peptide sequence is EEDIEIIPIQEEEK. The MHC is HLA-DQA10401-DQB10402 with pseudo-sequence HLA-DQA10401-DQB10402. The binding affinity (normalized) is 0.786. (2) The binding affinity (normalized) is 0.904. The MHC is DRB5_0101 with pseudo-sequence DRB5_0101. The peptide sequence is LKGIQSLRKLSSVCL. (3) The peptide sequence is TVMPLLCGIGCAMLH. The MHC is DRB3_0202 with pseudo-sequence DRB3_0202. The binding affinity (normalized) is 0. (4) The MHC is DRB3_0101 with pseudo-sequence DRB3_0101. The peptide sequence is FLIMRNLTNLLSARK. The binding affinity (normalized) is 0.418. (5) The peptide sequence is GPATPAAPAAGYTPA. The MHC is HLA-DQA10401-DQB10402 with pseudo-sequence HLA-DQA10401-DQB10402. The binding affinity (normalized) is 0.114. (6) The peptide sequence is NVVKSGIFLSVAAGN. The MHC is HLA-DQA10104-DQB10503 with pseudo-sequence HLA-DQA10104-DQB10503. The binding affinity (normalized) is 0.195. (7) The peptide sequence is IKRIHEYKRQLMNIL. The MHC is DRB1_1101 with pseudo-sequence DRB1_1101. The binding affinity (normalized) is 0.705. (8) The peptide sequence is NCEALSLVSHIVKWK. The MHC is DRB1_1101 with pseudo-sequence DRB1_1101. The binding affinity (normalized) is 0.511. (9) The peptide sequence is ERSLWIIFSKNLNIK. The MHC is DRB3_0202 with pseudo-sequence DRB3_0202. The binding affinity (normalized) is 0.564.